This data is from Peptide-MHC class I binding affinity with 185,985 pairs from IEDB/IMGT. The task is: Regression. Given a peptide amino acid sequence and an MHC pseudo amino acid sequence, predict their binding affinity value. This is MHC class I binding data. (1) The peptide sequence is RYDKSAADL. The MHC is HLA-A24:03 with pseudo-sequence HLA-A24:03. The binding affinity (normalized) is 0.431. (2) The peptide sequence is RGFYVILL. The MHC is H-2-Db with pseudo-sequence H-2-Db. The binding affinity (normalized) is 0. (3) The peptide sequence is TLARSICEK. The MHC is HLA-A33:01 with pseudo-sequence HLA-A33:01. The binding affinity (normalized) is 0. (4) The peptide sequence is GWNDWQQVPF. The MHC is HLA-A24:02 with pseudo-sequence HLA-A24:02. The binding affinity (normalized) is 0.310. (5) The peptide sequence is LAFSTRFSF. The MHC is HLA-B57:01 with pseudo-sequence HLA-B57:01. The binding affinity (normalized) is 0.475. (6) The peptide sequence is NPANKEESI. The MHC is HLA-B27:03 with pseudo-sequence HLA-B27:03. The binding affinity (normalized) is 0.0847. (7) The peptide sequence is TRMMETQTSTW. The MHC is Mamu-B17 with pseudo-sequence Mamu-B17. The binding affinity (normalized) is 0.440. (8) The peptide sequence is MFEALPHII. The MHC is HLA-B07:02 with pseudo-sequence HLA-B07:02. The binding affinity (normalized) is 0.169. (9) The peptide sequence is TEQFINYCL. The MHC is HLA-B40:02 with pseudo-sequence HLA-B40:02. The binding affinity (normalized) is 0.679.